Task: Predict the product of the given reaction.. Dataset: Forward reaction prediction with 1.9M reactions from USPTO patents (1976-2016) Given the reactants CS(O[CH2:6]/[CH:7]=[CH:8]\[CH2:9]OS(C)(=O)=O)(=O)=O.[Br:15][C:16]1[CH:17]=[C:18]([CH:20]=[CH:21][CH:22]=1)[NH2:19].C(=O)([O-])[O-].[K+].[K+], predict the reaction product. The product is: [Br:15][C:16]1[CH:17]=[C:18]([N:19]2[CH2:9][CH:8]=[CH:7][CH2:6]2)[CH:20]=[CH:21][CH:22]=1.